This data is from NCI-60 drug combinations with 297,098 pairs across 59 cell lines. The task is: Regression. Given two drug SMILES strings and cell line genomic features, predict the synergy score measuring deviation from expected non-interaction effect. (1) Drug 1: COC1=C2C(=CC3=C1OC=C3)C=CC(=O)O2. Drug 2: CC1CCCC2(C(O2)CC(NC(=O)CC(C(C(=O)C(C1O)C)(C)C)O)C(=CC3=CSC(=N3)C)C)C. Cell line: HT29. Synergy scores: CSS=59.6, Synergy_ZIP=3.56, Synergy_Bliss=1.49, Synergy_Loewe=-22.8, Synergy_HSA=3.21. (2) Drug 1: C1CC(C1)(C(=O)O)C(=O)O.[NH2-].[NH2-].[Pt+2]. Drug 2: CC1CCC2CC(C(=CC=CC=CC(CC(C(=O)C(C(C(=CC(C(=O)CC(OC(=O)C3CCCCN3C(=O)C(=O)C1(O2)O)C(C)CC4CCC(C(C4)OC)O)C)C)O)OC)C)C)C)OC. Cell line: HOP-62. Synergy scores: CSS=27.0, Synergy_ZIP=-5.30, Synergy_Bliss=7.80, Synergy_Loewe=-13.7, Synergy_HSA=3.73. (3) Drug 1: C(=O)(N)NO. Drug 2: CN(CCCl)CCCl.Cl. Cell line: OVCAR-4. Synergy scores: CSS=2.38, Synergy_ZIP=-1.04, Synergy_Bliss=-2.47, Synergy_Loewe=-4.96, Synergy_HSA=-2.89. (4) Drug 1: C1CNP(=O)(OC1)N(CCCl)CCCl. Drug 2: CC12CCC3C(C1CCC2OP(=O)(O)O)CCC4=C3C=CC(=C4)OC(=O)N(CCCl)CCCl.[Na+]. Cell line: RXF 393. Synergy scores: CSS=10.1, Synergy_ZIP=0.304, Synergy_Bliss=-0.113, Synergy_Loewe=-14.6, Synergy_HSA=-7.23. (5) Drug 1: C1=C(C(=O)NC(=O)N1)N(CCCl)CCCl. Drug 2: C(CCl)NC(=O)N(CCCl)N=O. Cell line: LOX IMVI. Synergy scores: CSS=41.2, Synergy_ZIP=-11.9, Synergy_Bliss=-4.18, Synergy_Loewe=-3.14, Synergy_HSA=-0.820. (6) Synergy scores: CSS=68.3, Synergy_ZIP=1.89, Synergy_Bliss=1.62, Synergy_Loewe=5.71, Synergy_HSA=7.84. Cell line: COLO 205. Drug 2: C1=CC(=CC=C1CCCC(=O)O)N(CCCl)CCCl. Drug 1: COC1=CC(=CC(=C1O)OC)C2C3C(COC3=O)C(C4=CC5=C(C=C24)OCO5)OC6C(C(C7C(O6)COC(O7)C8=CC=CS8)O)O. (7) Drug 1: CS(=O)(=O)C1=CC(=C(C=C1)C(=O)NC2=CC(=C(C=C2)Cl)C3=CC=CC=N3)Cl. Drug 2: CNC(=O)C1=NC=CC(=C1)OC2=CC=C(C=C2)NC(=O)NC3=CC(=C(C=C3)Cl)C(F)(F)F. Cell line: NCI/ADR-RES. Synergy scores: CSS=28.4, Synergy_ZIP=-8.73, Synergy_Bliss=-4.47, Synergy_Loewe=-15.4, Synergy_HSA=-4.82.